Dataset: Forward reaction prediction with 1.9M reactions from USPTO patents (1976-2016). Task: Predict the product of the given reaction. (1) Given the reactants C(OC(=O)[NH:7][C:8]1[CH:13]=[CH:12][CH:11]=[C:10]([O:14][C:15]2C(C(=O)NC3C=CC=CC=3)=CN=C(SC)N=2)[CH:9]=1)(C)(C)C.C(OC(=O)NC1C=CC=C(OC2C(C(=O)NC3C=CC=CC=3)=CN=C(S(C)(=O)=O)N=2)C=1)(C)(C)C.C(=O)([O-])[O-].[Cs+].[Cs+], predict the reaction product. The product is: [CH3:15][O:14][C:10]1[CH:9]=[C:8]([CH:13]=[CH:12][CH:11]=1)[NH2:7]. (2) Given the reactants [CH:1]1([C@@H:7]2[NH:12][C:11](=[O:13])[C@H:10]([CH2:14][CH:15]([CH3:17])[CH3:16])[NH:9][CH2:8]2)[CH2:6][CH2:5][CH2:4][CH2:3][CH2:2]1.[F:18][C:19]1[CH:24]=[CH:23][C:22]([C:25]2[O:29][N:28]=[C:27]([C:30](O)=[O:31])[CH:26]=2)=[CH:21][CH:20]=1.C([C@@H]1N(C(=O)/C=C/C2C=CC=CC=2)C[C@H](CC(C)C)NC1=O)C(C)C, predict the reaction product. The product is: [CH:1]1([C@@H:7]2[NH:12][C:11](=[O:13])[C@H:10]([CH2:14][CH:15]([CH3:17])[CH3:16])[N:9]([C:30]([C:27]3[CH:26]=[C:25]([C:22]4[CH:23]=[CH:24][C:19]([F:18])=[CH:20][CH:21]=4)[O:29][N:28]=3)=[O:31])[CH2:8]2)[CH2:2][CH2:3][CH2:4][CH2:5][CH2:6]1.